This data is from Catalyst prediction with 721,799 reactions and 888 catalyst types from USPTO. The task is: Predict which catalyst facilitates the given reaction. Reactant: Cl[CH2:2][C:3]1[CH:24]=[CH:23][C:6]([O:7][CH2:8][C:9]2[N:10]=[C:11]([C:15]3[CH:16]=[C:17]([CH:20]=[CH:21][CH:22]=3)[C:18]#[N:19])[O:12][C:13]=2[CH3:14])=[C:5]([O:25][CH3:26])[CH:4]=1.[OH:27][C:28]1[C:32]([CH:33]=[O:34])=[CH:31][N:30]([C:35]2[CH:40]=[CH:39][CH:38]=[CH:37][CH:36]=2)[N:29]=1.C(=O)([O-])[O-].[K+].[K+].CN(C)C=O. Product: [CH:33]([C:32]1[C:28]([O:27][CH2:2][C:3]2[CH:24]=[CH:23][C:6]([O:7][CH2:8][C:9]3[N:10]=[C:11]([C:15]4[CH:16]=[C:17]([CH:20]=[CH:21][CH:22]=4)[C:18]#[N:19])[O:12][C:13]=3[CH3:14])=[C:5]([O:25][CH3:26])[CH:4]=2)=[N:29][N:30]([C:35]2[CH:40]=[CH:39][CH:38]=[CH:37][CH:36]=2)[CH:31]=1)=[O:34]. The catalyst class is: 6.